From a dataset of Reaction yield outcomes from USPTO patents with 853,638 reactions. Predict the reaction yield, written as a fraction of the theoretical maximum amount of product (1.0 means a 100% yield; for example, 0.34 means a 34% yield). (1) The reactants are [NH2:1][C@@H:2]([CH3:15])[C@@H:3]([C:5]1[CH:10]=[C:9]([O:11][CH3:12])[CH:8]=[CH:7][C:6]=1[O:13][CH3:14])[OH:4].[CH2:16]([O:23][C:24](=[O:42])[C@@H:25]([NH:31][C:32]([O:34][CH2:35][C:36]1[CH:41]=[CH:40][CH:39]=[CH:38][CH:37]=1)=[O:33])[CH2:26][CH2:27][C:28](=[O:30])N)[C:17]1[CH:22]=[CH:21][CH:20]=[CH:19][CH:18]=1.CCN=C=NCCCN(C)C.O. The catalyst is C(#N)C. The product is [CH2:16]([O:23][C:24](=[O:42])[C@@H:25]([NH:31][C:32]([O:34][CH2:35][C:36]1[CH:41]=[CH:40][CH:39]=[CH:38][CH:37]=1)=[O:33])[CH2:26][CH2:27][C:28](=[O:30])[NH:1][C@@H:2]([CH3:15])[C@@H:3]([C:5]1[CH:10]=[C:9]([O:11][CH3:12])[CH:8]=[CH:7][C:6]=1[O:13][CH3:14])[OH:4])[C:17]1[CH:22]=[CH:21][CH:20]=[CH:19][CH:18]=1. The yield is 0.300. (2) The reactants are Cl[O-].[Na+].[N:4]1[CH:9]=[CH:8][CH:7]=[CH:6][C:5]=1[CH:10]=[N:11][OH:12].[C:13]([O:17][C:18]([NH:20][CH2:21][C:22]#[CH:23])=[O:19])([CH3:16])([CH3:15])[CH3:14]. The catalyst is C(Cl)Cl. The product is [C:13]([O:17][C:18]([NH:20][CH2:21][C:22]1[O:12][N:11]=[C:10]([C:5]2[CH:6]=[CH:7][CH:8]=[CH:9][N:4]=2)[CH:23]=1)=[O:19])([CH3:16])([CH3:15])[CH3:14]. The yield is 0.430. (3) The reactants are C(OC[N:9]1[C:18](=[O:19])[C:17]2[C:12](=[CH:13][C:14]([O:24][CH2:25][CH2:26][O:27][CH3:28])=[CH:15][C:16]=2[O:20][CH2:21][CH2:22][Cl:23])[N:11]=[CH:10]1)(=O)C(C)(C)C.N. The catalyst is CO. The product is [Cl:23][CH2:22][CH2:21][O:20][C:16]1[CH:15]=[C:14]([O:24][CH2:25][CH2:26][O:27][CH3:28])[CH:13]=[C:12]2[C:17]=1[C:18](=[O:19])[NH:9][CH:10]=[N:11]2. The yield is 0.930. (4) The reactants are [H-].[Na+].[Si:3]([O:10][CH2:11][C:12]1[N:17]=[C:16]([C:18]2([OH:24])[CH2:23][CH2:22][O:21][CH2:20][CH2:19]2)[CH:15]=[CH:14][CH:13]=1)([C:6]([CH3:9])([CH3:8])[CH3:7])([CH3:5])[CH3:4].IC.[CH3:27]COC(C)=O.CCCCCC. The catalyst is C1COCC1. The product is [Si:3]([O:10][CH2:11][C:12]1[CH:13]=[CH:14][CH:15]=[C:16]([C:18]2([O:24][CH3:27])[CH2:23][CH2:22][O:21][CH2:20][CH2:19]2)[N:17]=1)([C:6]([CH3:9])([CH3:7])[CH3:8])([CH3:5])[CH3:4]. The yield is 0.890. (5) The product is [CH3:25][N:26]1[CH:30]=[C:29]([C:2]2[CH:7]=[C:6]([O:8][C:9]3[N:10]=[CH:11][C:12]([NH:15][C:16](=[O:18])[CH3:17])=[N:13][CH:14]=3)[CH:5]=[CH:4][N:3]=2)[CH:28]=[N:27]1. The yield is 0.820. The reactants are Cl[C:2]1[CH:7]=[C:6]([O:8][C:9]2[N:10]=[CH:11][C:12]([NH:15][C:16](=[O:18])[CH3:17])=[N:13][CH:14]=2)[CH:5]=[CH:4][N:3]=1.C([O-])([O-])=O.[K+].[K+].[CH3:25][N:26]1[CH:30]=[C:29](B2OC(C)(C)C(C)(C)O2)[CH:28]=[N:27]1. The catalyst is O1CCOCC1.O.C1C=CC([P]([Pd]([P](C2C=CC=CC=2)(C2C=CC=CC=2)C2C=CC=CC=2)([P](C2C=CC=CC=2)(C2C=CC=CC=2)C2C=CC=CC=2)[P](C2C=CC=CC=2)(C2C=CC=CC=2)C2C=CC=CC=2)(C2C=CC=CC=2)C2C=CC=CC=2)=CC=1.